Dataset: Peptide-MHC class I binding affinity with 185,985 pairs from IEDB/IMGT. Task: Regression. Given a peptide amino acid sequence and an MHC pseudo amino acid sequence, predict their binding affinity value. This is MHC class I binding data. (1) The peptide sequence is FVNYNFTLV. The MHC is HLA-B18:01 with pseudo-sequence HLA-B18:01. The binding affinity (normalized) is 0.0528. (2) The peptide sequence is YVDRFYKTL. The MHC is HLA-A26:01 with pseudo-sequence HLA-A26:01. The binding affinity (normalized) is 0. (3) The peptide sequence is MVAWWAGIE. The MHC is Mamu-A2601 with pseudo-sequence Mamu-A2601. The binding affinity (normalized) is 0.257.